Task: Predict the reaction yield, written as a fraction of the theoretical maximum amount of product (1.0 means a 100% yield; for example, 0.34 means a 34% yield).. Dataset: Reaction yield outcomes from USPTO patents with 853,638 reactions The reactants are [CH:1]1([NH:7][C:8]2[C:13]([C:14](=[O:16])[CH3:15])=[CH:12][N:11]=[C:10]3[N:17]([CH2:20][O:21][CH2:22][CH2:23][Si:24]([CH3:27])([CH3:26])[CH3:25])[CH:18]=[CH:19][C:9]=23)[CH2:6][CH2:5][CH2:4][CH2:3][CH2:2]1.[BH4-].[Na+].O. The catalyst is CO. The product is [CH:1]1([NH:7][C:8]2[C:13]([CH:14]([OH:16])[CH3:15])=[CH:12][N:11]=[C:10]3[N:17]([CH2:20][O:21][CH2:22][CH2:23][Si:24]([CH3:25])([CH3:27])[CH3:26])[CH:18]=[CH:19][C:9]=23)[CH2:2][CH2:3][CH2:4][CH2:5][CH2:6]1. The yield is 0.700.